Dataset: Skin sensitization/reaction prediction data. Task: Regression/Classification. Given a drug SMILES string, predict its toxicity properties. Task type varies by dataset: regression for continuous values (e.g., LD50, hERG inhibition percentage) or binary classification for toxic/non-toxic outcomes (e.g., AMES mutagenicity, cardiotoxicity, hepatotoxicity). Dataset: skin_reaction. (1) The compound is O=[N+]([O-])c1ccc(S(=O)(=O)O)c([N+](=O)[O-])c1. The result is 1 (causes skin reaction). (2) The molecule is NC(=O)C1CC(F)CN1. The result is 0 (no skin reaction).